Dataset: NCI-60 drug combinations with 297,098 pairs across 59 cell lines. Task: Regression. Given two drug SMILES strings and cell line genomic features, predict the synergy score measuring deviation from expected non-interaction effect. (1) Drug 1: CN(C)C1=NC(=NC(=N1)N(C)C)N(C)C. Drug 2: CC(C)CN1C=NC2=C1C3=CC=CC=C3N=C2N. Cell line: NCI-H322M. Synergy scores: CSS=-1.11, Synergy_ZIP=2.83, Synergy_Bliss=5.81, Synergy_Loewe=2.55, Synergy_HSA=1.58. (2) Drug 1: CNC(=O)C1=CC=CC=C1SC2=CC3=C(C=C2)C(=NN3)C=CC4=CC=CC=N4. Drug 2: C1=CC(=CC=C1CC(C(=O)O)N)N(CCCl)CCCl.Cl. Cell line: SF-539. Synergy scores: CSS=20.8, Synergy_ZIP=-3.38, Synergy_Bliss=0.725, Synergy_Loewe=1.56, Synergy_HSA=1.93.